From a dataset of Forward reaction prediction with 1.9M reactions from USPTO patents (1976-2016). Predict the product of the given reaction. (1) Given the reactants [CH3:1][O:2][C:3]1[N:8]=[C:7]([C:9]2[N:13]3[CH2:14][CH:15](C(O)(C)C)[CH2:16][C@@H:17]([O:18][C:19]4[CH:24]=[C:23]([F:25])[C:22]([F:26])=[C:21]([F:27])[CH:20]=4)[C:12]3=[N:11][N:10]=2)[CH:6]=[CH:5][C:4]=1[N:32]1[CH:36]=[C:35]([CH3:37])[N:34]=[CH:33]1.[C:38]([OH:48])(=[O:47])[CH:39]([C:41]1[CH:46]=[CH:45][CH:44]=[CH:43][CH:42]=1)[OH:40].[CH3:49][CH2:50][CH2:51]CCC, predict the reaction product. The product is: [C:38]([O:48][C:50]([C@@:17]1([O:18][C:19]2[CH:20]=[C:21]([F:27])[C:22]([F:26])=[C:23]([F:25])[CH:24]=2)[CH2:16][CH2:15][CH2:14][N:13]2[C:9]([C:7]3[CH:6]=[CH:5][C:4]([N:32]4[CH:36]=[C:35]([CH3:37])[N:34]=[CH:33]4)=[C:3]([O:2][CH3:1])[N:8]=3)=[N:10][N:11]=[C:12]12)([CH3:51])[CH3:49])(=[O:47])[C@H:39]([C:41]1[CH:46]=[CH:45][CH:44]=[CH:43][CH:42]=1)[OH:40]. (2) Given the reactants [F:1][C:2]1[CH:3]=[CH:4][C:5]([N:8]([C:10]([N:12]2[C@H:17]([CH3:18])[CH2:16][CH2:15][CH2:14][C@@H:13]2[CH3:19])=O)N)=[N:6][CH:7]=1.C1(P(C2C=CC=CC=2)C2C=CC=CC=2)C=CC=CC=1.CC[N:41](CC)CC.ClC(Cl)(Cl)C(Cl)(Cl)Cl, predict the reaction product. The product is: [CH3:19][C@H:13]1[CH2:14][CH2:15][CH2:16][C@@H:17]([CH3:18])[N:12]1[C:10]1[N:8]2[CH:7]=[C:2]([F:1])[CH:3]=[CH:4][C:5]2=[N:6][N:41]=1. (3) Given the reactants [N+:1]([C:4]1[C:5]([C:15]([OH:17])=O)=[N:6][N:7]([CH:9]2[CH2:14][CH2:13][CH2:12][CH2:11][O:10]2)[CH:8]=1)([O-:3])=[O:2].[C:18]([CH2:20][CH2:21][NH2:22])#[N:19].CCN=C=NCCCN(C)C.C1C=CC2N(O)N=NC=2C=1, predict the reaction product. The product is: [C:18]([CH2:20][CH2:21][NH:22][C:15]([C:5]1[C:4]([N+:1]([O-:3])=[O:2])=[CH:8][N:7]([CH:9]2[CH2:14][CH2:13][CH2:12][CH2:11][O:10]2)[N:6]=1)=[O:17])#[N:19]. (4) Given the reactants [NH2:1][C:2]1[CH:3]=[CH:4][CH:5]=[C:6]2[C:11]=1[CH2:10][C@H:9]([OH:12])[CH2:8][CH2:7]2.Cl.C(N=C=N)C.ON1C2C=CC=CC=2N=N1.[Cl:29][C:30]1[CH:40]=[CH:39][C:33]([O:34][CH2:35][C:36](O)=[O:37])=[CH:32][CH:31]=1, predict the reaction product. The product is: [Cl:29][C:30]1[CH:40]=[CH:39][C:33]([O:34][CH2:35][C:36]([NH:1][C:2]2[C:11]3[CH2:10][C@H:9]([OH:12])[CH2:8][CH2:7][C:6]=3[CH:5]=[CH:4][CH:3]=2)=[O:37])=[CH:32][CH:31]=1.